Dataset: Experimentally validated miRNA-target interactions with 360,000+ pairs, plus equal number of negative samples. Task: Binary Classification. Given a miRNA mature sequence and a target amino acid sequence, predict their likelihood of interaction. The miRNA is hsa-miR-708-5p with sequence AAGGAGCUUACAAUCUAGCUGGG. The protein sequence of the target gene is MAALPRGSRGLPLLPLLLLLPPLGGPRGADGYFPEERWSPESPLQAPRVLIALLARNAAPALPATLGALEQLRHPRERTALWVATDHNTDNTSAILREWLVAVKGLYHSVEWRPAEEPSSYPDEEGPKHWSDSRYEHVMKLRQAALKSARDMWADYILFMDIDNLITNPDTLSLLIAENKTVVAPMLDSRAAYSNFWCGMTSQGYYKRTPAYIPIRKRDRRGCFAVPMVHSTFLIDLRKAASRNLAFYPTHPDYTWSFDDIIVFAFSCKQAEVQMYVCNKEVYGFLPVPLRAHSSLQDEA.... Result: 0 (no interaction).